Dataset: Peptide-MHC class I binding affinity with 185,985 pairs from IEDB/IMGT. Task: Regression. Given a peptide amino acid sequence and an MHC pseudo amino acid sequence, predict their binding affinity value. This is MHC class I binding data. (1) The peptide sequence is RQFHQKLLK. The MHC is HLA-A03:01 with pseudo-sequence HLA-A03:01. The binding affinity (normalized) is 0.766. (2) The peptide sequence is KLGGGQYGK. The MHC is HLA-A33:01 with pseudo-sequence HLA-A33:01. The binding affinity (normalized) is 0. (3) The peptide sequence is FQIQNGQFI. The MHC is H-2-Db with pseudo-sequence H-2-Db. The binding affinity (normalized) is 0.768. (4) The peptide sequence is RQFPTAMEF. The MHC is Mamu-B3901 with pseudo-sequence Mamu-B3901. The binding affinity (normalized) is 0.714. (5) The peptide sequence is YAAQGYKVL. The MHC is HLA-A02:03 with pseudo-sequence HLA-A02:03. The binding affinity (normalized) is 0.142. (6) The peptide sequence is GAMRAVVPI. The MHC is H-2-Db with pseudo-sequence H-2-Db. The binding affinity (normalized) is 0.426. (7) The peptide sequence is TPDYPLIDII. The MHC is HLA-B53:01 with pseudo-sequence HLA-B53:01. The binding affinity (normalized) is 0.476. (8) The peptide sequence is VPHSVFIASA. The MHC is HLA-B54:01 with pseudo-sequence HLA-B54:01. The binding affinity (normalized) is 1.00. (9) The peptide sequence is IEDDEIIWV. The MHC is HLA-A02:11 with pseudo-sequence HLA-A02:11. The binding affinity (normalized) is 1.00.